The task is: Predict the reactants needed to synthesize the given product.. This data is from Full USPTO retrosynthesis dataset with 1.9M reactions from patents (1976-2016). (1) Given the product [CH:28]1([C:31]([N:13]2[CH2:14][CH2:15][C@@H:11]([CH2:10][NH:9][C:7]3[CH:8]=[C:3]([F:2])[CH:4]=[CH:5][C:6]=3[N+:16]([O-:18])=[O:17])[CH2:12]2)=[O:32])[CH2:30][CH2:29]1, predict the reactants needed to synthesize it. The reactants are: Cl.[F:2][C:3]1[CH:4]=[CH:5][C:6]([N+:16]([O-:18])=[O:17])=[C:7]([NH:9][CH2:10][C@@H:11]2[CH2:15][CH2:14][NH:13][CH2:12]2)[CH:8]=1.CCN(C(C)C)C(C)C.[CH:28]1([C:31](Cl)=[O:32])[CH2:30][CH2:29]1. (2) Given the product [CH3:1][N:2]([CH3:27])[CH2:3][CH2:4][NH:5][C:6]([C:8]1[C:21]2[C:12](=[N:13][C:14]3[C:19]([N:20]=2)=[C:18]2[CH:22]=[CH:23][C:24]([NH:26][C:28](=[O:30])[CH3:29])=[CH:25][C:17]2=[CH:16][CH:15]=3)[CH:11]=[CH:10][CH:9]=1)=[O:7], predict the reactants needed to synthesize it. The reactants are: [CH3:1][N:2]([CH3:27])[CH2:3][CH2:4][NH:5][C:6]([C:8]1[C:21]2[C:12](=[N:13][C:14]3[C:19]([N:20]=2)=[C:18]2[CH:22]=[CH:23][C:24]([NH2:26])=[CH:25][C:17]2=[CH:16][CH:15]=3)[CH:11]=[CH:10][CH:9]=1)=[O:7].[C:28](Cl)(=[O:30])[CH3:29]. (3) Given the product [Cl:1][CH2:2][C:3]([NH:5][CH2:6][C:7]#[C:8][C:9]1[CH:10]=[C:11]2[C:16](=[CH:17][CH:18]=1)[N:15]=[CH:14][N:13]=[C:12]2[NH:34][C:23]1[CH:24]=[CH:25][C:26]([O:27][C:28]2[CH:29]=[N:30][CH:31]=[CH:32][CH:33]=2)=[C:21]([CH3:20])[CH:22]=1)=[O:4], predict the reactants needed to synthesize it. The reactants are: [Cl:1][CH2:2][C:3]([NH:5][CH2:6][C:7]#[C:8][C:9]1[CH:10]=[C:11]2[C:16](=[CH:17][CH:18]=1)[N:15]=[CH:14][N:13]=[C:12]2Cl)=[O:4].[CH3:20][C:21]1[CH:22]=[C:23]([NH2:34])[CH:24]=[CH:25][C:26]=1[O:27][C:28]1[CH:29]=[N:30][CH:31]=[CH:32][CH:33]=1. (4) Given the product [Cl:1][C:2]1[CH:19]=[CH:18][C:5]2[N:6]([CH2:12][CH2:13][C:14]([F:17])([F:16])[F:15])[C:7]([C@H:9]([N:26]3[C:27]4=[CH:28][N:29]=[CH:30][CH:31]=[C:32]4[C:24]([S:21]([CH3:20])(=[O:22])=[O:23])=[N:25]3)[CH3:10])=[N:8][C:4]=2[CH:3]=1, predict the reactants needed to synthesize it. The reactants are: [Cl:1][C:2]1[CH:19]=[CH:18][C:5]2[N:6]([CH2:12][CH2:13][C:14]([F:17])([F:16])[F:15])[C:7]([C@@H:9](O)[CH3:10])=[N:8][C:4]=2[CH:3]=1.[CH3:20][S:21]([C:24]1[C:32]2[C:27](=[CH:28][N:29]=[CH:30][CH:31]=2)[NH:26][N:25]=1)(=[O:23])=[O:22].C1C=CC(P(C2C=CC=CC=2)C2C=CC=CC=2)=CC=1.CCOC(/N=N/C(OCC)=O)=O. (5) The reactants are: [NH2:1][CH2:2][CH2:3][CH2:4][CH2:5][OH:6].[C:7]1([CH3:16])[CH:12]=[CH:11][C:10]([N:13]=[C:14]=[O:15])=[CH:9][CH:8]=1. Given the product [OH:6][CH2:5][CH2:4][CH2:3][CH2:2][NH:1][C:14]([NH:13][C:10]1[CH:11]=[CH:12][C:7]([CH3:16])=[CH:8][CH:9]=1)=[O:15], predict the reactants needed to synthesize it.